Dataset: NCI-60 drug combinations with 297,098 pairs across 59 cell lines. Task: Regression. Given two drug SMILES strings and cell line genomic features, predict the synergy score measuring deviation from expected non-interaction effect. Drug 1: CN1C2=C(C=C(C=C2)N(CCCl)CCCl)N=C1CCCC(=O)O.Cl. Drug 2: CCCCCOC(=O)NC1=NC(=O)N(C=C1F)C2C(C(C(O2)C)O)O. Cell line: SW-620. Synergy scores: CSS=-0.894, Synergy_ZIP=0.159, Synergy_Bliss=-0.209, Synergy_Loewe=-0.360, Synergy_HSA=-0.977.